Task: Predict the product of the given reaction.. Dataset: Forward reaction prediction with 1.9M reactions from USPTO patents (1976-2016) (1) Given the reactants [Br:1][C:2]1[CH:3]=[CH:4][C:5]([C:13]([OH:15])=O)=[N:6][C:7]=1[O:8][CH2:9][CH:10]1[CH2:12][CH2:11]1.[CH3:16][C:17]([CH3:25])([C:19]1[N:23]=[C:22]([CH3:24])[O:21][N:20]=1)[NH2:18], predict the reaction product. The product is: [CH3:16][C:17]([NH:18][C:13]([C:5]1[CH:4]=[CH:3][C:2]([Br:1])=[C:7]([O:8][CH2:9][CH:10]2[CH2:11][CH2:12]2)[N:6]=1)=[O:15])([C:19]1[N:23]=[C:22]([CH3:24])[O:21][N:20]=1)[CH3:25]. (2) Given the reactants [CH:1]1([N:6]2[CH2:12][CH2:11][C:10]3[CH:13]=[CH:14][C:15]([O:17][C:18]4[N:19]=[N:20][C:21](I)=[CH:22][CH:23]=4)=[CH:16][C:9]=3[CH2:8][CH2:7]2)[CH2:5][CH2:4][CH2:3][CH2:2]1.[NH:25]1[CH2:29][CH2:28][CH2:27][C:26]1=[O:30].C(=O)([O-])[O-].[K+].[K+].CNCCNC, predict the reaction product. The product is: [CH:1]1([N:6]2[CH2:12][CH2:11][C:10]3[CH:13]=[CH:14][C:15]([O:17][C:18]4[N:19]=[N:20][C:21]([N:25]5[CH2:29][CH2:28][CH2:27][C:26]5=[O:30])=[CH:22][CH:23]=4)=[CH:16][C:9]=3[CH2:8][CH2:7]2)[CH2:5][CH2:4][CH2:3][CH2:2]1. (3) Given the reactants [CH3:1][O:2][C:3]([NH:5][C@@H:6]([C@@H:41]([CH3:44])[CH2:42][CH3:43])[C:7]([N:9]1[C@@H:13]([CH3:14])[CH2:12][CH2:11][C@H:10]1[C:15]([O:17][CH2:18][C:19]([C:21]1[CH:22]=[CH:23][C:24]2[C:33]3[CH:32]=[C:31]4[CH2:34][CH2:35][CH:36](Br)[C:37](=[O:38])[C:30]4=[CH:29][C:28]=3[O:27][CH2:26][C:25]=2[CH:40]=1)=[O:20])=[O:16])=[O:8])=[O:4].[C:45]([O:49][C:50]([N:52]1[C@@H:56]([CH3:57])[CH2:55][CH2:54][C@H:53]1[C:58]([OH:60])=[O:59])=[O:51])([CH3:48])([CH3:47])[CH3:46].C([O-])([O-])=O.[Cs+].[Cs+], predict the reaction product. The product is: [CH3:57][C@@H:56]1[N:52]([C:50]([O:49][C:45]([CH3:46])([CH3:48])[CH3:47])=[O:51])[C@H:53]([C:58]([O:60][CH:36]2[CH2:35][CH2:34][C:31]3=[CH:32][C:33]4[C:24]5[CH:23]=[CH:22][C:21]([C:19](=[O:20])[CH2:18][O:17][C:15]([C@@H:10]6[CH2:11][CH2:12][C@H:13]([CH3:14])[N:9]6[C:7](=[O:8])[C@@H:6]([NH:5][C:3]([O:2][CH3:1])=[O:4])[C@@H:41]([CH3:44])[CH2:42][CH3:43])=[O:16])=[CH:40][C:25]=5[CH2:26][O:27][C:28]=4[CH:29]=[C:30]3[C:37]2=[O:38])=[O:59])[CH2:54][CH2:55]1. (4) Given the reactants [Cl:1][C:2]1[C:7]([N:8]2[CH2:13][CH2:12][CH:11]([C:14]3[CH:19]=[CH:18][CH:17]=[CH:16][C:15]=3[C:20]#[N:21])[CH2:10][CH2:9]2)=[CH:6][N:5]=[N:4][C:3]=1[NH:22][NH:23][C:24](=[O:29])[CH2:25][CH:26]1[CH2:28][CH2:27]1.P(Cl)(Cl)(Cl)=[O:31], predict the reaction product. The product is: [C:24]([O-:29])(=[O:31])[CH3:25].[NH4+:4].[Cl:1][C:2]1[C:3]2[N:4]([C:24]([CH2:25][CH:26]3[CH2:28][CH2:27]3)=[N:23][N:22]=2)[N:5]=[CH:6][C:7]=1[N:8]1[CH2:13][CH2:12][CH:11]([C:14]2[CH:19]=[CH:18][CH:17]=[CH:16][C:15]=2[C:20]#[N:21])[CH2:10][CH2:9]1. (5) Given the reactants [CH3:13][C:12]([O:11][C:9](O[C:9]([O:11][C:12]([CH3:15])([CH3:14])[CH3:13])=[O:10])=[O:10])([CH3:15])[CH3:14].[NH2:16][CH2:17][C@H:18]1[CH2:23][CH2:22][C@H:21]([C:24]([OH:26])=[O:25])[CH2:20][CH2:19]1.C([O-])(O)=O.[Na+].O, predict the reaction product. The product is: [C:12]([O:11][C:9]([NH:16][CH2:17][C@H:18]1[CH2:19][CH2:20][C@H:21]([C:24]([OH:26])=[O:25])[CH2:22][CH2:23]1)=[O:10])([CH3:13])([CH3:14])[CH3:15]. (6) Given the reactants [CH2:1]([NH:8][S:9]([C:12]1[CH:21]=[CH:20][C:15]([C:16]([O:18][CH3:19])=[O:17])=[CH:14][CH:13]=1)(=[O:11])=[O:10])[C:2]1[CH:7]=[CH:6][CH:5]=[CH:4][CH:3]=1.Cl[C:23]1[CH:28]=[CH:27][C:26]([C:29]([F:32])([F:31])[F:30])=[CH:25][N:24]=1.C([O-])([O-])=O.[Cs+].[Cs+].C1(P(C2C=CC=CC=2)C2C3OC4C(=CC=CC=4P(C4C=CC=CC=4)C4C=CC=CC=4)C(C)(C)C=3C=CC=2)C=CC=CC=1, predict the reaction product. The product is: [CH2:1]([N:8]([C:23]1[CH:28]=[CH:27][C:26]([C:29]([F:32])([F:31])[F:30])=[CH:25][N:24]=1)[S:9]([C:12]1[CH:13]=[CH:14][C:15]([C:16]([O:18][CH3:19])=[O:17])=[CH:20][CH:21]=1)(=[O:11])=[O:10])[C:2]1[CH:3]=[CH:4][CH:5]=[CH:6][CH:7]=1. (7) Given the reactants [N:1]1([C:10]([C:17]2[CH:22]=[CH:21][C:20]([C:23]3[CH:28]=[CH:27][CH:26]=[CH:25][CH:24]=3)=[CH:19][CH:18]=2)=[CH:11][C:12]([O:14][CH2:15][CH3:16])=[O:13])[C:5]2[CH:6]=[CH:7][CH:8]=[CH:9][C:4]=2[N:3]=[CH:2]1.C([O-])=O.[NH4+], predict the reaction product. The product is: [N:1]1([CH:10]([C:17]2[CH:18]=[CH:19][C:20]([C:23]3[CH:28]=[CH:27][CH:26]=[CH:25][CH:24]=3)=[CH:21][CH:22]=2)[CH2:11][C:12]([O:14][CH2:15][CH3:16])=[O:13])[C:5]2[CH:6]=[CH:7][CH:8]=[CH:9][C:4]=2[N:3]=[CH:2]1.